The task is: Regression. Given two drug SMILES strings and cell line genomic features, predict the synergy score measuring deviation from expected non-interaction effect.. This data is from NCI-60 drug combinations with 297,098 pairs across 59 cell lines. (1) Drug 1: CCC1(CC2CC(C3=C(CCN(C2)C1)C4=CC=CC=C4N3)(C5=C(C=C6C(=C5)C78CCN9C7C(C=CC9)(C(C(C8N6C=O)(C(=O)OC)O)OC(=O)C)CC)OC)C(=O)OC)O.OS(=O)(=O)O. Drug 2: C1=NNC2=C1C(=O)NC=N2. Cell line: SF-268. Synergy scores: CSS=-0.820, Synergy_ZIP=0.505, Synergy_Bliss=-0.705, Synergy_Loewe=-2.07, Synergy_HSA=-2.44. (2) Drug 1: CC1C(C(=O)NC(C(=O)N2CCCC2C(=O)N(CC(=O)N(C(C(=O)O1)C(C)C)C)C)C(C)C)NC(=O)C3=C4C(=C(C=C3)C)OC5=C(C(=O)C(=C(C5=N4)C(=O)NC6C(OC(=O)C(N(C(=O)CN(C(=O)C7CCCN7C(=O)C(NC6=O)C(C)C)C)C)C(C)C)C)N)C. Drug 2: C(CN)CNCCSP(=O)(O)O. Cell line: UACC62. Synergy scores: CSS=-3.04, Synergy_ZIP=-7.42, Synergy_Bliss=-13.9, Synergy_Loewe=-49.4, Synergy_HSA=-16.5. (3) Drug 1: C1=C(C(=O)NC(=O)N1)N(CCCl)CCCl. Drug 2: CC1C(C(CC(O1)OC2CC(CC3=C2C(=C4C(=C3O)C(=O)C5=CC=CC=C5C4=O)O)(C(=O)C)O)N)O. Cell line: M14. Synergy scores: CSS=47.3, Synergy_ZIP=-4.98, Synergy_Bliss=-7.76, Synergy_Loewe=-6.64, Synergy_HSA=-4.24. (4) Drug 1: CC1=C(C(=O)C2=C(C1=O)N3CC4C(C3(C2COC(=O)N)OC)N4)N. Drug 2: B(C(CC(C)C)NC(=O)C(CC1=CC=CC=C1)NC(=O)C2=NC=CN=C2)(O)O. Cell line: 786-0. Synergy scores: CSS=71.7, Synergy_ZIP=-3.32, Synergy_Bliss=2.06, Synergy_Loewe=-12.9, Synergy_HSA=-1.72. (5) Drug 1: CC(C1=C(C=CC(=C1Cl)F)Cl)OC2=C(N=CC(=C2)C3=CN(N=C3)C4CCNCC4)N. Drug 2: CC1=C(C=C(C=C1)C(=O)NC2=CC(=CC(=C2)C(F)(F)F)N3C=C(N=C3)C)NC4=NC=CC(=N4)C5=CN=CC=C5. Cell line: OVCAR-8. Synergy scores: CSS=0.330, Synergy_ZIP=2.38, Synergy_Bliss=1.42, Synergy_Loewe=-2.65, Synergy_HSA=-2.43. (6) Drug 1: CCN(CC)CCCC(C)NC1=C2C=C(C=CC2=NC3=C1C=CC(=C3)Cl)OC. Drug 2: CC1C(C(CC(O1)OC2CC(CC3=C2C(=C4C(=C3O)C(=O)C5=C(C4=O)C(=CC=C5)OC)O)(C(=O)CO)O)N)O.Cl. Cell line: SF-295. Synergy scores: CSS=32.2, Synergy_ZIP=-4.92, Synergy_Bliss=-7.75, Synergy_Loewe=-15.6, Synergy_HSA=-5.35. (7) Drug 1: C1=CN(C(=O)N=C1N)C2C(C(C(O2)CO)O)O.Cl. Drug 2: CC1C(C(CC(O1)OC2CC(CC3=C2C(=C4C(=C3O)C(=O)C5=C(C4=O)C(=CC=C5)OC)O)(C(=O)CO)O)N)O.Cl. Cell line: HS 578T. Synergy scores: CSS=32.1, Synergy_ZIP=-7.70, Synergy_Bliss=-11.8, Synergy_Loewe=-2.30, Synergy_HSA=-5.53. (8) Drug 1: CC1=C2C(C(=O)C3(C(CC4C(C3C(C(C2(C)C)(CC1OC(=O)C(C(C5=CC=CC=C5)NC(=O)OC(C)(C)C)O)O)OC(=O)C6=CC=CC=C6)(CO4)OC(=O)C)OC)C)OC. Drug 2: CCN(CC)CCCC(C)NC1=C2C=C(C=CC2=NC3=C1C=CC(=C3)Cl)OC. Cell line: HOP-62. Synergy scores: CSS=40.1, Synergy_ZIP=-6.14, Synergy_Bliss=-5.84, Synergy_Loewe=-3.29, Synergy_HSA=-0.538.